From a dataset of CYP2C19 inhibition data for predicting drug metabolism from PubChem BioAssay. Regression/Classification. Given a drug SMILES string, predict its absorption, distribution, metabolism, or excretion properties. Task type varies by dataset: regression for continuous measurements (e.g., permeability, clearance, half-life) or binary classification for categorical outcomes (e.g., BBB penetration, CYP inhibition). Dataset: cyp2c19_veith. (1) The drug is COC(=O)[C@@]1(Cc2ccc(OC)cc2)[C@H]2c3cc(C(=O)N4CCCC4)n(Cc4ccc(O)c(OC)c4)c3C[C@H]2CN1C(=O)c1ccccc1. The result is 1 (inhibitor). (2) The molecule is COc1ccc(Cn2c(SCc3ccccc3C)nc3cc(OC)c(OC)cc3c2=N)cc1. The result is 1 (inhibitor). (3) The compound is c1ccc2nc(-c3ccncc3)ccc2c1. The result is 1 (inhibitor). (4) The result is 0 (non-inhibitor). The molecule is CCC(=O)NNc1cc(=O)c2c(=O)n(C)c(=O)n(C)c2[nH]1. (5) The drug is O=C(O)CCN=C1CCCc2ccccc2N1. The result is 0 (non-inhibitor).